Task: Predict which catalyst facilitates the given reaction.. Dataset: Catalyst prediction with 721,799 reactions and 888 catalyst types from USPTO Reactant: [CH2:1]([C:3](=[CH2:6])[CH:4]=[O:5])[CH3:2].[CH:7]1([Mg]Cl)[CH2:12][CH2:11][CH2:10][CH2:9][CH2:8]1.C(OCC)C. Product: [CH:7]1([CH:4]([OH:5])[C:3](=[CH2:6])[CH2:1][CH3:2])[CH2:12][CH2:11][CH2:10][CH2:9][CH2:8]1. The catalyst class is: 625.